Dataset: NCI-60 drug combinations with 297,098 pairs across 59 cell lines. Task: Regression. Given two drug SMILES strings and cell line genomic features, predict the synergy score measuring deviation from expected non-interaction effect. (1) Drug 1: CC(C1=C(C=CC(=C1Cl)F)Cl)OC2=C(N=CC(=C2)C3=CN(N=C3)C4CCNCC4)N. Drug 2: CN1C(=O)N2C=NC(=C2N=N1)C(=O)N. Cell line: A549. Synergy scores: CSS=7.93, Synergy_ZIP=-1.04, Synergy_Bliss=-1.69, Synergy_Loewe=-21.9, Synergy_HSA=-6.19. (2) Drug 1: CC(C1=C(C=CC(=C1Cl)F)Cl)OC2=C(N=CC(=C2)C3=CN(N=C3)C4CCNCC4)N. Drug 2: CC12CCC3C(C1CCC2O)C(CC4=C3C=CC(=C4)O)CCCCCCCCCS(=O)CCCC(C(F)(F)F)(F)F. Cell line: SK-MEL-5. Synergy scores: CSS=3.73, Synergy_ZIP=4.52, Synergy_Bliss=9.15, Synergy_Loewe=3.79, Synergy_HSA=3.79. (3) Drug 1: CC1=C(C=C(C=C1)NC2=NC=CC(=N2)N(C)C3=CC4=NN(C(=C4C=C3)C)C)S(=O)(=O)N.Cl. Drug 2: C1CN1P(=S)(N2CC2)N3CC3. Cell line: M14. Synergy scores: CSS=4.33, Synergy_ZIP=-0.712, Synergy_Bliss=2.14, Synergy_Loewe=-5.04, Synergy_HSA=-1.03. (4) Drug 1: C1=CC(=C2C(=C1NCCNCCO)C(=O)C3=C(C=CC(=C3C2=O)O)O)NCCNCCO. Drug 2: CC1=C(C=C(C=C1)C(=O)NC2=CC(=CC(=C2)C(F)(F)F)N3C=C(N=C3)C)NC4=NC=CC(=N4)C5=CN=CC=C5. Cell line: ACHN. Synergy scores: CSS=49.5, Synergy_ZIP=3.85, Synergy_Bliss=3.82, Synergy_Loewe=-21.6, Synergy_HSA=3.27. (5) Drug 1: CCCS(=O)(=O)NC1=C(C(=C(C=C1)F)C(=O)C2=CNC3=C2C=C(C=N3)C4=CC=C(C=C4)Cl)F. Drug 2: CC1=C(C(CCC1)(C)C)C=CC(=CC=CC(=CC(=O)O)C)C. Cell line: M14. Synergy scores: CSS=42.6, Synergy_ZIP=4.14, Synergy_Bliss=4.32, Synergy_Loewe=-11.6, Synergy_HSA=3.67. (6) Drug 2: CC1OCC2C(O1)C(C(C(O2)OC3C4COC(=O)C4C(C5=CC6=C(C=C35)OCO6)C7=CC(=C(C(=C7)OC)O)OC)O)O. Drug 1: CC12CCC3C(C1CCC2NC(=O)OCC(F)(F)F)CCC4C3(C=CC(=O)N4C)C. Cell line: UACC62. Synergy scores: CSS=43.2, Synergy_ZIP=3.11, Synergy_Bliss=2.65, Synergy_Loewe=-11.5, Synergy_HSA=2.00. (7) Drug 1: CC1C(C(CC(O1)OC2CC(CC3=C2C(=C4C(=C3O)C(=O)C5=C(C4=O)C(=CC=C5)OC)O)(C(=O)CO)O)N)O.Cl. Drug 2: B(C(CC(C)C)NC(=O)C(CC1=CC=CC=C1)NC(=O)C2=NC=CN=C2)(O)O. Cell line: SNB-75. Synergy scores: CSS=9.20, Synergy_ZIP=1.36, Synergy_Bliss=0.923, Synergy_Loewe=-33.4, Synergy_HSA=-1.09. (8) Drug 1: C1=C(C(=O)NC(=O)N1)F. Drug 2: CC(C1=C(C=CC(=C1Cl)F)Cl)OC2=C(N=CC(=C2)C3=CN(N=C3)C4CCNCC4)N. Cell line: HL-60(TB). Synergy scores: CSS=37.6, Synergy_ZIP=-20.7, Synergy_Bliss=-31.9, Synergy_Loewe=-29.2, Synergy_HSA=-28.6. (9) Synergy scores: CSS=24.0, Synergy_ZIP=-2.52, Synergy_Bliss=2.08, Synergy_Loewe=-3.76, Synergy_HSA=0.416. Cell line: SW-620. Drug 1: CC12CCC(CC1=CCC3C2CCC4(C3CC=C4C5=CN=CC=C5)C)O. Drug 2: C1CCC(CC1)NC(=O)N(CCCl)N=O. (10) Drug 1: CCCCCOC(=O)NC1=NC(=O)N(C=C1F)C2C(C(C(O2)C)O)O. Drug 2: CC(C)(C#N)C1=CC(=CC(=C1)CN2C=NC=N2)C(C)(C)C#N. Cell line: NCI-H460. Synergy scores: CSS=3.43, Synergy_ZIP=-0.0474, Synergy_Bliss=0.768, Synergy_Loewe=-0.548, Synergy_HSA=-0.0528.